Dataset: Forward reaction prediction with 1.9M reactions from USPTO patents (1976-2016). Task: Predict the product of the given reaction. (1) Given the reactants Br[C:2]1[N:3]=[CH:4][C:5]([NH:8][C:9](=[O:26])[CH:10]([NH:14][C:15](=[O:25])[CH2:16][C:17]2[CH:22]=[C:21]([F:23])[CH:20]=[C:19]([F:24])[CH:18]=2)[CH2:11][CH2:12][CH3:13])=[N:6][CH:7]=1.[CH3:27][NH:28][CH2:29][CH2:30][CH:31]([CH3:33])[CH3:32], predict the reaction product. The product is: [CH3:27][N:28]([CH2:29][CH2:30][CH:31]([CH3:33])[CH3:32])[C:2]1[N:3]=[CH:4][C:5]([NH:8][C:9](=[O:26])[CH:10]([NH:14][C:15](=[O:25])[CH2:16][C:17]2[CH:22]=[C:21]([F:23])[CH:20]=[C:19]([F:24])[CH:18]=2)[CH2:11][CH2:12][CH3:13])=[N:6][CH:7]=1. (2) Given the reactants Br[C:2]1[CH:3]=[CH:4][CH:5]=[C:6]2[C:11]=1[CH2:10][N:9]([C:12]([O:14][C:15]([CH3:18])([CH3:17])[CH3:16])=[O:13])[CH2:8][CH:7]2[F:19].C(N(CC)CC)C.C1C=CC(P(C2C=CC=CC=2)CCCP(C2C=CC=CC=2)C2C=CC=CC=2)=CC=1.[C]=O, predict the reaction product. The product is: [F:19][CH:7]1[C:6]2[C:11](=[C:2]([C:12]([O:14][CH3:15])=[O:13])[CH:3]=[CH:4][CH:5]=2)[CH2:10][N:9]([C:12]([O:14][C:15]([CH3:18])([CH3:17])[CH3:16])=[O:13])[CH2:8]1. (3) Given the reactants [Br:1][C:2]1[CH:10]=[CH:9][C:8]([C:11]([O:13]C)=[O:12])=[C:7]2[C:3]=1[CH:4]=[C:5]([I:25])[N:6]2S(C1C=CC(C)=CC=1)(=O)=O.[Li+].[OH-], predict the reaction product. The product is: [Br:1][C:2]1[CH:10]=[CH:9][C:8]([C:11]([OH:13])=[O:12])=[C:7]2[C:3]=1[CH:4]=[C:5]([I:25])[NH:6]2. (4) Given the reactants [CH2:1]([O:3][C:4]([N:6]1[CH2:11][CH2:10][N:9]([CH2:12][C:13]#[CH:14])[CH2:8][CH2:7]1)=[O:5])[CH3:2].I[C:16]1[CH:21]=[CH:20][CH:19]=[CH:18][CH:17]=1.O, predict the reaction product. The product is: [CH2:1]([O:3][C:4]([N:6]1[CH2:7][CH2:8][N:9]([CH2:12][C:13]#[C:14][C:16]2[CH:21]=[CH:20][CH:19]=[CH:18][CH:17]=2)[CH2:10][CH2:11]1)=[O:5])[CH3:2].